From a dataset of Reaction yield outcomes from USPTO patents with 853,638 reactions. Predict the reaction yield, written as a fraction of the theoretical maximum amount of product (1.0 means a 100% yield; for example, 0.34 means a 34% yield). (1) The reactants are [I:1][C:2]1[CH:8]=[CH:7][CH:6]=[CH:5][C:3]=1[NH2:4].Cl[C:10]([O:12][CH2:13][C:14]1[CH:19]=[CH:18][CH:17]=[CH:16][CH:15]=1)=[O:11]. The catalyst is [Na].O. The product is [I:1][C:2]1[CH:8]=[CH:7][CH:6]=[CH:5][C:3]=1[NH:4][C:10](=[O:11])[O:12][CH2:13][C:14]1[CH:19]=[CH:18][CH:17]=[CH:16][CH:15]=1. The yield is 0.620. (2) The reactants are [NH2:1][C:2]1[CH:7]=[CH:6][C:5]([Cl:8])=[CH:4][C:3]=1[CH2:9][OH:10].[Br:11][CH2:12][C:13](Br)=[O:14].C(=O)([O-])[O-].[Na+].[Na+]. The catalyst is ClCCl. The product is [Br:11][CH2:12][C:13]([NH:1][C:2]1[CH:7]=[CH:6][C:5]([Cl:8])=[CH:4][C:3]=1[CH2:9][OH:10])=[O:14]. The yield is 0.960. (3) The reactants are O[C:2]1[C:11]2[C:6](=[C:7]([CH3:14])[C:8]([O:12][CH3:13])=[CH:9][CH:10]=2)[N:5]=[CH:4][CH:3]=1.O=P(Cl)(Cl)[Cl:17]. The product is [Cl:17][C:2]1[C:11]2[C:6](=[C:7]([CH3:14])[C:8]([O:12][CH3:13])=[CH:9][CH:10]=2)[N:5]=[CH:4][CH:3]=1. The yield is 0.925. No catalyst specified. (4) The reactants are C(N(CC)CCOC1C=C(N)C=CC=1)C.[CH3:16][O:17][C:18](=[O:48])[C:19]1[CH:24]=[CH:23][C:22]([NH:25]C2N=CC(C3C=CC(OC)=CC=3)=CN=2)=[CH:21][C:20]=1[O:40][CH2:41][CH2:42][N:43]([CH2:46][CH3:47])[CH2:44][CH3:45]. The catalyst is CO.[Pd]. The product is [CH3:16][O:17][C:18](=[O:48])[C:19]1[CH:24]=[CH:23][C:22]([NH2:25])=[CH:21][C:20]=1[O:40][CH2:41][CH2:42][N:43]([CH2:46][CH3:47])[CH2:44][CH3:45]. The yield is 1.00. (5) The reactants are [CH3:1][C:2]1[CH:3]=[C:4]([NH2:9])[C:5]([NH2:8])=[CH:6][CH:7]=1.[CH:10]([CH:12]=O)=O. The catalyst is C(O)(C)C. The product is [CH3:1][C:2]1[CH:3]=[C:4]2[C:5](=[CH:6][CH:7]=1)[N:8]=[CH:12][CH:10]=[N:9]2. The yield is 0.930. (6) The reactants are [N:1]1[CH:6]=[CH:5][CH:4]=[C:3]([CH2:7][CH:8]2[C:13](=O)[CH:12]3[CH2:15][CH2:16][N:9]2[CH2:10][CH2:11]3)[CH:2]=1.CN.[C:19]([BH3-])#[N:20].[Na+].[OH-].[K+]. The catalyst is [Cl-].[Zn+2].[Cl-].CO. The product is [NH2:20][CH2:19][CH:13]1[CH:12]2[CH2:15][CH2:16][N:9]([CH2:10][CH2:11]2)[CH:8]1[CH2:7][C:3]1[CH:2]=[N:1][CH:6]=[CH:5][CH:4]=1. The yield is 0.830. (7) The reactants are Cl[C:2]1[C:7]([CH:8]=[CH:9][C:10]([NH:12][CH2:13][C:14]2[CH:19]=[C:18]([F:20])[C:17]([NH:21][S:22]([CH3:25])(=[O:24])=[O:23])=[C:16]([C:26]#[CH:27])[CH:15]=2)=[O:11])=[CH:6][CH:5]=[C:4]([C:28]([F:31])([F:30])[F:29])[N:3]=1.[O:32]([CH3:34])[Na]. The catalyst is CO.CCOC(C)=O. The product is [C:26]([C:16]1[CH:15]=[C:14]([CH:19]=[C:18]([F:20])[C:17]=1[NH:21][S:22]([CH3:25])(=[O:24])=[O:23])[CH2:13][NH:12][C:10](=[O:11])[CH:9]=[CH:8][C:7]1[C:2]([O:32][CH3:34])=[N:3][C:4]([C:28]([F:31])([F:30])[F:29])=[CH:5][CH:6]=1)#[CH:27]. The yield is 0.200. (8) The reactants are [Br:1][C:2]1[CH:7]=[CH:6][C:5]([CH2:8][C:9]#N)=[CH:4][CH:3]=1.[H-].[Na+].I[CH3:14].[Cl-].[NH4+].C[N:18]([CH3:21])C=O. No catalyst specified. The product is [Br:1][C:2]1[CH:7]=[CH:6][C:5]([C:8]([CH3:9])([CH3:14])[C:21]#[N:18])=[CH:4][CH:3]=1. The yield is 0.960. (9) The yield is 0.800. The product is [O:13]1[CH2:12][CH2:11][N:10]([CH2:9][CH2:8][O:7][C:6]2[CH:5]=[C:4]([CH:18]=[C:17]([C:19]([F:21])([F:22])[F:20])[CH:16]=2)[NH2:1])[CH2:15][CH2:14]1. The reactants are [N+:1]([C:4]1[CH:5]=[C:6]([CH:16]=[C:17]([C:19]([F:22])([F:21])[F:20])[CH:18]=1)[O:7][CH2:8][CH2:9][N:10]1[CH2:15][CH2:14][O:13][CH2:12][CH2:11]1)([O-])=O. The catalyst is CO.[Pd].